From a dataset of Catalyst prediction with 721,799 reactions and 888 catalyst types from USPTO. Predict which catalyst facilitates the given reaction. (1) Reactant: [Cl:1][C:2]1[CH:16]=[C:15]([N+:17]([O-:19])=[O:18])[CH:14]=[CH:13][C:3]=1[NH:4][CH2:5][CH2:6][C:7]1[CH:12]=[CH:11][CH:10]=[CH:9][N:8]=1.[C:20](OC(=O)C)(=[O:22])C. Product: [Cl:1][C:2]1[CH:16]=[C:15]([N+:17]([O-:19])=[O:18])[CH:14]=[CH:13][C:3]=1[N:4]([CH2:5][CH2:6][C:7]1[CH:12]=[CH:11][CH:10]=[CH:9][N:8]=1)[CH:20]=[O:22]. The catalyst class is: 106. (2) Reactant: C([O:3][C:4]([CH:6]1[CH:11]([N:12]([CH2:33][C:34]2[CH:39]=[CH:38][C:37]([F:40])=[CH:36][CH:35]=2)[C:13](=[O:32])[CH2:14][C:15]2[NH:20][C:19]3[CH:21]=[CH:22][C:23]([NH:25][S:26]([CH3:29])(=[O:28])=[O:27])=[CH:24][C:18]=3[S:17](=[O:31])(=[O:30])[N:16]=2)[CH2:10][CH:9]=[CH:8][CH2:7]1)=O)C.[O-]CC.[Na+].Cl. Product: [F:40][C:37]1[CH:38]=[CH:39][C:34]([CH2:33][N:12]2[C@@H:11]3[C@@H:6]([CH2:7][CH:8]=[CH:9][CH2:10]3)[C:4]([OH:3])=[C:14]([C:15]3[NH:20][C:19]4[CH:21]=[CH:22][C:23]([NH:25][S:26]([CH3:29])(=[O:28])=[O:27])=[CH:24][C:18]=4[S:17](=[O:31])(=[O:30])[N:16]=3)[C:13]2=[O:32])=[CH:35][CH:36]=1.[F:40][C:37]1[CH:38]=[CH:39][C:34]([CH2:33][N:12]2[CH:11]3[CH:6]([CH2:7][CH:8]=[CH:9][CH2:10]3)[C:4]([OH:3])=[C:14]([C:15]3[NH:20][C:19]4[CH:21]=[CH:22][C:23]([NH:25][S:26]([CH3:29])(=[O:28])=[O:27])=[CH:24][C:18]=4[S:17](=[O:31])(=[O:30])[N:16]=3)[C:13]2=[O:32])=[CH:35][CH:36]=1. The catalyst class is: 8. (3) Reactant: [Cl:1][C:2]1[CH:9]=[C:8]([OH:10])[CH:7]=[CH:6][C:3]=1[CH:4]=[O:5].N1C=CC=CC=1.[F:17][C:18]([F:31])([F:30])[S:19](O[S:19]([C:18]([F:31])([F:30])[F:17])(=[O:21])=[O:20])(=[O:21])=[O:20]. Product: [F:17][C:18]([F:31])([F:30])[S:19]([O:10][C:8]1[CH:7]=[CH:6][C:3]([CH:4]=[O:5])=[C:2]([Cl:1])[CH:9]=1)(=[O:21])=[O:20]. The catalyst class is: 4. (4) Reactant: S(Cl)(Cl)=O.[F:5][C:6]1[CH:11]=[CH:10][C:9]([C:12]2[C:20]3[C:19]([O:21][CH2:22][CH2:23][CH2:24][O:25][C:26]4[CH:27]=[C:28]([CH:32]=[CH:33][CH:34]=4)[C:29]([OH:31])=O)=[N:18][CH:17]=[N:16][C:15]=3[S:14][CH:13]=2)=[CH:8][CH:7]=1.[NH2:35][NH2:36]. Product: [F:5][C:6]1[CH:7]=[CH:8][C:9]([C:12]2[C:20]3[C:19]([O:21][CH2:22][CH2:23][CH2:24][O:25][C:26]4[CH:27]=[C:28]([CH:32]=[CH:33][CH:34]=4)[C:29]([NH:35][NH2:36])=[O:31])=[N:18][CH:17]=[N:16][C:15]=3[S:14][CH:13]=2)=[CH:10][CH:11]=1. The catalyst class is: 7. (5) Reactant: [CH3:1][C:2]1[CH:7]=[CH:6][CH:5]=[C:4]([CH3:8])[C:3]=1O.[OH-:10].[K+].[CH2:12](Cl)[CH:13]=[C:14]([CH3:16])[CH3:15]. Product: [CH3:1][C:2]1[C:3](=[O:10])[C:4]([CH3:8])([CH2:12][CH:13]=[C:14]([CH3:16])[CH3:15])[CH:5]=[CH:6][CH:7]=1. The catalyst class is: 48.